Task: Predict the reaction yield, written as a fraction of the theoretical maximum amount of product (1.0 means a 100% yield; for example, 0.34 means a 34% yield).. Dataset: Reaction yield outcomes from USPTO patents with 853,638 reactions (1) The reactants are C([O:3][C:4](=[O:45])[CH2:5][CH2:6][CH2:7][O:8][C:9]1[CH:14]=[CH:13][CH:12]=[C:11]([CH2:15][CH2:16][CH2:17][CH2:18][CH2:19][CH2:20][O:21][C:22]2[CH:23]=[C:24]([C:31]3[CH:36]=[CH:35][C:34]([Cl:37])=[CH:33][CH:32]=3)[CH:25]=[C:26]([O:28][CH2:29][CH3:30])[CH:27]=2)[C:10]=1[CH2:38][CH2:39][C:40]([O:42]CC)=[O:41])C.[OH-].[Na+]. No catalyst specified. The product is [C:40]([CH2:39][CH2:38][C:10]1[C:11]([CH2:15][CH2:16][CH2:17][CH2:18][CH2:19][CH2:20][O:21][C:22]2[CH:23]=[C:24]([C:31]3[CH:32]=[CH:33][C:34]([Cl:37])=[CH:35][CH:36]=3)[CH:25]=[C:26]([O:28][CH2:29][CH3:30])[CH:27]=2)=[CH:12][CH:13]=[CH:14][C:9]=1[O:8][CH2:7][CH2:6][CH2:5][C:4]([OH:45])=[O:3])([OH:42])=[O:41]. The yield is 0.980. (2) The reactants are C(OC([N:8]1[CH2:13][CH2:12][N:11]([C:14]2[C:15]3[C:30]([O:31][CH3:32])=[CH:29][N:28]=[CH:27][C:16]=3[N:17]=[C:18]([C:20]3[CH:25]=[CH:24][N:23]=[C:22](Cl)[CH:21]=3)[N:19]=2)[CH2:10][CH2:9]1)=O)(C)(C)C.[CH3:33][C:34]1[O:38][N:37]=[C:36]([NH2:39])[CH:35]=1.CC1(C)C2C(=C(P(C3C=CC=CC=3)C3C=CC=CC=3)C=CC=2)OC2C(P(C3C=CC=CC=3)C3C=CC=CC=3)=CC=CC1=2.[Li].O1C=CC=N1. The catalyst is O1CCCC1.C1C=CC(/C=C/C(/C=C/C2C=CC=CC=2)=O)=CC=1.C1C=CC(/C=C/C(/C=C/C2C=CC=CC=2)=O)=CC=1.[Pd].[Pd]. The product is [CH3:32][O:31][C:30]1[C:15]2[C:14]([N:11]3[CH2:10][CH2:9][NH:8][CH2:13][CH2:12]3)=[N:19][C:18]([C:20]3[CH:25]=[CH:24][N:23]=[C:22]([NH:39][C:36]4[CH:35]=[C:34]([CH3:33])[O:38][N:37]=4)[CH:21]=3)=[N:17][C:16]=2[CH:27]=[N:28][CH:29]=1. The yield is 0.0300. (3) The catalyst is COCCOC. The product is [CH2:23]([N:1]([S:8]([CH2:11][CH2:12][CH2:13][CH2:14][CH2:15][C:16]([O:18][CH2:19][CH3:20])=[O:17])(=[O:10])=[O:9])[C:2]1[CH:3]=[CH:4][CH:5]=[CH:6][CH:7]=1)[C:24]1[CH:29]=[CH:28][CH:27]=[CH:26][CH:25]=1. The reactants are [NH:1]([S:8]([CH2:11][CH2:12][CH2:13][CH2:14][CH2:15][C:16]([O:18][CH2:19][CH3:20])=[O:17])(=[O:10])=[O:9])[C:2]1[CH:7]=[CH:6][CH:5]=[CH:4][CH:3]=1.[H-].[Na+].[CH2:23](Br)[C:24]1[CH:29]=[CH:28][CH:27]=[CH:26][CH:25]=1.O. The yield is 0.500. (4) The reactants are C([O:8][C:9]1[CH:14]=[C:13]([O:15]CC2C=CC=CC=2)[C:12]([CH:23]([CH3:25])[CH3:24])=[CH:11][C:10]=1[C:26]1[N:27]([C:32]2[CH:37]=[CH:36][C:35]([O:38][CH3:39])=[C:34]([N:40]([CH3:44])[CH2:41][CH2:42][CH3:43])[CH:33]=2)[C:28]([OH:31])=[N:29][N:30]=1)C1C=CC=CC=1. The catalyst is CO.[Pd]. The product is [OH:31][C:28]1[N:27]([C:32]2[CH:37]=[CH:36][C:35]([O:38][CH3:39])=[C:34]([N:40]([CH3:44])[CH2:41][CH2:42][CH3:43])[CH:33]=2)[C:26]([C:10]2[CH:11]=[C:12]([CH:23]([CH3:24])[CH3:25])[C:13]([OH:15])=[CH:14][C:9]=2[OH:8])=[N:30][N:29]=1. The yield is 0.940. (5) The reactants are [CH2:1]([O:3][C:4]([C:6]1[CH:7]=[N:8][C:9]2[C:14]([C:15]=1Cl)=[CH:13][CH:12]=[CH:11][C:10]=2[O:17][CH3:18])=[O:5])[CH3:2].[CH2:19]([NH2:23])[CH:20]([CH3:22])[CH3:21]. No catalyst specified. The product is [CH2:1]([O:3][C:4]([C:6]1[CH:7]=[N:8][C:9]2[C:14]([C:15]=1[NH:23][CH2:19][CH:20]([CH3:22])[CH3:21])=[CH:13][CH:12]=[CH:11][C:10]=2[O:17][CH3:18])=[O:5])[CH3:2]. The yield is 1.00. (6) The reactants are [CH:1]1[C:10]2[C:5](=[CH:6][CH:7]=[CH:8][CH:9]=2)[CH:4]=[CH:3][C:2]=1[S:11]([CH:14]1[CH2:19][CH2:18][NH:17][CH2:16][CH2:15]1)(=[O:13])=[O:12].Cl[C:21]1[C:26]([C:27]#[N:28])=[CH:25][CH:24]=[CH:23][N:22]=1. No catalyst specified. The product is [CH:1]1[C:10]2[C:5](=[CH:6][CH:7]=[CH:8][CH:9]=2)[CH:4]=[CH:3][C:2]=1[S:11]([CH:14]1[CH2:19][CH2:18][N:17]([C:21]2[N:22]=[CH:23][CH:24]=[CH:25][C:26]=2[C:27]#[N:28])[CH2:16][CH2:15]1)(=[O:12])=[O:13]. The yield is 0.780.